From a dataset of Peptide-MHC class I binding affinity with 185,985 pairs from IEDB/IMGT. Regression. Given a peptide amino acid sequence and an MHC pseudo amino acid sequence, predict their binding affinity value. This is MHC class I binding data. The peptide sequence is YEFLQPILL. The MHC is HLA-B07:02 with pseudo-sequence HLA-B07:02. The binding affinity (normalized) is 0.116.